Dataset: Reaction yield outcomes from USPTO patents with 853,638 reactions. Task: Predict the reaction yield, written as a fraction of the theoretical maximum amount of product (1.0 means a 100% yield; for example, 0.34 means a 34% yield). (1) The reactants are Br[C@H:2]([CH:6]([CH3:8])[CH3:7])[C:3]([OH:5])=[O:4].[C:9]([O-:17])(=[S:16])[C:10]1[CH:15]=[CH:14][CH:13]=[CH:12][CH:11]=1.[Cs+]. The catalyst is CN(C=O)C.CCOCC. The product is [C:9]([S:16][C@@H:2]([CH:6]([CH3:8])[CH3:7])[C:3]([OH:5])=[O:4])(=[O:17])[C:10]1[CH:15]=[CH:14][CH:13]=[CH:12][CH:11]=1. The yield is 0.720. (2) The reactants are [Br:1][C:2]1[CH:7]=[CH:6][C:5]([NH:8][C:9]2[C:10]([C:17]([OH:19])=O)=[CH:11][N:12]([CH3:16])[C:13](=[O:15])[CH:14]=2)=[C:4]([F:20])[CH:3]=1.CCN=C=NCCCN(C)C.C1C=CC2N(O)N=NC=2C=1.[CH:42]1([CH2:45][O:46][NH2:47])[CH2:44][CH2:43]1.CCN(CC)CC. The catalyst is CN(C=O)C.CCOC(C)=O. The product is [CH:42]1([CH2:45][O:46][NH:47][C:17]([C:10]2[C:9]([NH:8][C:5]3[CH:6]=[CH:7][C:2]([Br:1])=[CH:3][C:4]=3[F:20])=[CH:14][C:13](=[O:15])[N:12]([CH3:16])[CH:11]=2)=[O:19])[CH2:44][CH2:43]1. The yield is 0.890. (3) The reactants are [Cl:1][C:2]1[CH:7]=[CH:6][CH:5]=[C:4]([O:8][CH3:9])[C:3]=1[NH:10]C(=O)C(C)(C)C.Cl.[NH4+].[OH-]. The catalyst is CC(O)=O. The product is [Cl:1][C:2]1[CH:7]=[CH:6][CH:5]=[C:4]([O:8][CH3:9])[C:3]=1[NH2:10]. The yield is 0.880.